From a dataset of Catalyst prediction with 721,799 reactions and 888 catalyst types from USPTO. Predict which catalyst facilitates the given reaction. (1) Product: [CH3:1][C:2]1[C:23]([CH3:24])=[CH:22][C:5]2[N:6]([CH2:9][C:10]3[CH:11]=[CH:12][C:13]4[N:14]=[C:15]([NH:25][C@@H:26]5[CH2:31][CH2:30][CH2:29][CH2:28][C@H:27]5[OH:32])[S:17][C:20]=4[CH:21]=3)[CH:7]=[N:8][C:4]=2[CH:3]=1. Reactant: [CH3:1][C:2]1[C:23]([CH3:24])=[CH:22][C:5]2[N:6]([CH2:9][C:10]3[CH:21]=[CH:20][C:13]4[N:14]=[C:15]([S:17](C)=O)S[C:12]=4[CH:11]=3)[CH:7]=[N:8][C:4]=2[CH:3]=1.[NH2:25][C@@H:26]1[CH2:31][CH2:30][CH2:29][CH2:28][C@H:27]1[OH:32].CCN(C(C)C)C(C)C.CN1C(=O)CCC1. The catalyst class is: 25. (2) Reactant: [H-].[Al+3].[Li+].[H-].[H-].[H-].[F:7][C:8]([F:16])([CH3:15])[C:9]([NH:11][CH2:12][CH2:13][OH:14])=O. Product: [F:7][C:8]([F:16])([CH3:15])[CH2:9][NH:11][CH2:12][CH2:13][OH:14]. The catalyst class is: 27. (3) Reactant: [CH3:13][CH:12]([O:11][C:9](/[N:8]=[N:8]/[C:9]([O:11][CH:12]([CH3:14])[CH3:13])=O)=O)[CH3:14].C(OC([NH:22][CH:23]1[C:37](=[O:38])[N:36]2C[C@@H](O)C[C@H:35]2[C:34](=[O:43])[NH:33][C@:32]2([C:45]([O:47][CH3:48])=[O:46])[CH2:44][C@H:31]2[CH:30]=[CH:29][CH2:28][CH2:27][CH2:26][CH2:25][CH2:24]1)=O)(C)(C)C.[CH3:49][N:50]1[CH:54]=[CH:53][N:52]=[C:51]1[C:55]1[N:56]=[C:57](O)[C:58]2C=[CH:62][S:61][C:59]=2N=1.C1(P(C2C=CC=CC=2)C2C=CC=CC=2)C=CC=CC=1. Product: [NH2:22][CH:23]1[C:37](=[O:38])[N:36]2[CH2:14][C@H:12]([O:11][C:9]3[C:62]4[S:61][CH:59]=[CH:58][C:57]=4[N:56]=[C:55]([C:51]4[N:50]([CH3:49])[CH:54]=[CH:53][N:52]=4)[N:8]=3)[CH2:13][C@H:35]2[C:34](=[O:43])[NH:33][C@:32]2([C:45]([O:47][CH3:48])=[O:46])[CH2:44][C@H:31]2[CH:30]=[CH:29][CH2:28][CH2:27][CH2:26][CH2:25][CH2:24]1. The catalyst class is: 1. (4) The catalyst class is: 104. Product: [CH2:27]([O:17][C:4]1[CH:5]=[C:6]([CH:7]=[C:2]([F:1])[C:3]=1[N:18]1[CH2:19][C:20](=[O:25])[NH:21][S:22]1(=[O:23])=[O:24])[CH2:27][C:28]1[CH:33]=[CH:32][C:31]([CH3:34])=[CH:30][C:29]=1[O:35][S:36]([CH3:39])(=[O:38])=[O:37])[C:28]1[CH:33]=[CH:32][CH:31]=[CH:30][CH:29]=1. Reactant: [F:1][C:2]1[CH:7]=[C:6](B2OC(C)(C)C(C)(C)O2)[CH:5]=[C:4]([OH:17])[C:3]=1[N:18]1[S:22](=[O:24])(=[O:23])[NH:21][C:20](=[O:25])[CH2:19]1.Br[CH2:27][C:28]1[CH:33]=[CH:32][C:31]([CH3:34])=[CH:30][C:29]=1[O:35][S:36]([CH3:39])(=[O:38])=[O:37].C([O-])([O-])=O.[Na+].[Na+].Cl.